From a dataset of NCI-60 drug combinations with 297,098 pairs across 59 cell lines. Regression. Given two drug SMILES strings and cell line genomic features, predict the synergy score measuring deviation from expected non-interaction effect. (1) Drug 1: CN(C)C1=NC(=NC(=N1)N(C)C)N(C)C. Drug 2: CS(=O)(=O)OCCCCOS(=O)(=O)C. Cell line: BT-549. Synergy scores: CSS=-3.02, Synergy_ZIP=0.0780, Synergy_Bliss=4.43, Synergy_Loewe=-6.18, Synergy_HSA=-1.01. (2) Drug 1: C1=NC2=C(N1)C(=S)N=C(N2)N. Drug 2: CC(C)NC(=O)C1=CC=C(C=C1)CNNC.Cl. Cell line: T-47D. Synergy scores: CSS=5.66, Synergy_ZIP=-6.19, Synergy_Bliss=-0.310, Synergy_Loewe=-18.6, Synergy_HSA=-1.99. (3) Drug 1: CS(=O)(=O)C1=CC(=C(C=C1)C(=O)NC2=CC(=C(C=C2)Cl)C3=CC=CC=N3)Cl. Drug 2: C1CNP(=O)(OC1)N(CCCl)CCCl. Cell line: HS 578T. Synergy scores: CSS=-5.43, Synergy_ZIP=3.20, Synergy_Bliss=3.01, Synergy_Loewe=-3.74, Synergy_HSA=-3.73. (4) Drug 1: CC1=C(C(=CC=C1)Cl)NC(=O)C2=CN=C(S2)NC3=CC(=NC(=N3)C)N4CCN(CC4)CCO. Drug 2: CN(C(=O)NC(C=O)C(C(C(CO)O)O)O)N=O. Cell line: A549. Synergy scores: CSS=-2.67, Synergy_ZIP=0.631, Synergy_Bliss=-0.606, Synergy_Loewe=-0.765, Synergy_HSA=-2.44. (5) Drug 1: CC1=C(C=C(C=C1)C(=O)NC2=CC(=CC(=C2)C(F)(F)F)N3C=C(N=C3)C)NC4=NC=CC(=N4)C5=CN=CC=C5. Drug 2: C1C(C(OC1N2C=NC3=C2NC=NCC3O)CO)O. Cell line: HT29. Synergy scores: CSS=-6.94, Synergy_ZIP=4.44, Synergy_Bliss=3.16, Synergy_Loewe=-6.26, Synergy_HSA=-4.56. (6) Drug 1: CS(=O)(=O)C1=CC(=C(C=C1)C(=O)NC2=CC(=C(C=C2)Cl)C3=CC=CC=N3)Cl. Drug 2: C(CCl)NC(=O)N(CCCl)N=O. Cell line: MCF7. Synergy scores: CSS=2.90, Synergy_ZIP=0.222, Synergy_Bliss=5.13, Synergy_Loewe=-4.46, Synergy_HSA=0.338. (7) Drug 1: CC1=C2C(C(=O)C3(C(CC4C(C3C(C(C2(C)C)(CC1OC(=O)C(C(C5=CC=CC=C5)NC(=O)OC(C)(C)C)O)O)OC(=O)C6=CC=CC=C6)(CO4)OC(=O)C)OC)C)OC. Drug 2: CCN(CC)CCNC(=O)C1=C(NC(=C1C)C=C2C3=C(C=CC(=C3)F)NC2=O)C. Cell line: NCI-H460. Synergy scores: CSS=40.5, Synergy_ZIP=0.340, Synergy_Bliss=-5.41, Synergy_Loewe=-45.7, Synergy_HSA=-6.52.